From a dataset of Reaction yield outcomes from USPTO patents with 853,638 reactions. Predict the reaction yield, written as a fraction of the theoretical maximum amount of product (1.0 means a 100% yield; for example, 0.34 means a 34% yield). (1) The reactants are [C:1]([C:4]1[C:28](=[O:29])[C@@:8]2([CH3:30])[C:9]3[C:15]([OH:16])=[CH:14][C:13]([O:17][CH2:18][C:19]4[CH:24]=[CH:23][CH:22]=[CH:21][CH:20]=4)=[C:12]([C:25]([NH2:27])=[O:26])[C:10]=3[O:11][C:7]2=[CH:6][C:5]=1[OH:31])(=[O:3])[CH3:2].[CH:32](=O)[C:33]1[CH:38]=[CH:37][CH:36]=[CH:35][CH:34]=1.C([SiH](CC)CC)C.FC(F)(F)C(O)=O. The catalyst is C1(C)C=CC=CC=1. The product is [C:1]([C:4]1[C:28](=[O:29])[C@@:8]2([CH3:30])[C:9]3[C:15]([OH:16])=[CH:14][C:13]([O:17][CH2:18][C:19]4[CH:24]=[CH:23][CH:22]=[CH:21][CH:20]=4)=[C:12]([C:25]([NH:27][CH2:32][C:33]4[CH:38]=[CH:37][CH:36]=[CH:35][CH:34]=4)=[O:26])[C:10]=3[O:11][C:7]2=[CH:6][C:5]=1[OH:31])(=[O:3])[CH3:2]. The yield is 0.590. (2) The reactants are [NH2:1][C:2]1[C:3]([C:85]([NH:87][CH2:88][CH2:89][O:90][CH2:91][CH2:92][O:93][CH2:94][CH2:95][O:96][CH2:97][CH2:98][O:99][CH2:100][CH2:101][O:102][CH2:103][CH2:104][O:105][CH2:106][CH2:107][O:108][CH2:109][CH2:110][O:111][CH2:112][CH2:113][O:114][CH2:115][CH2:116][O:117][CH2:118][CH2:119][O:120][CH2:121][CH2:122][O:123][CH2:124][CH2:125][O:126][CH2:127][CH2:128][O:129][CH2:130][CH2:131][O:132][CH2:133][CH2:134][O:135][CH2:136][CH2:137][O:138][CH2:139][CH2:140][O:141][CH2:142][CH2:143][O:144][CH2:145][CH2:146][O:147][CH2:148][CH2:149][O:150][CH2:151][CH2:152][O:153][CH2:154][CH2:155][O:156][CH2:157][CH2:158][O:159][CH3:160])=[O:86])=[N:4][C:5]([NH2:84])=[C:6]([C:8]([NH:10][CH2:11][CH2:12][O:13][CH2:14][CH2:15][O:16][CH2:17][CH2:18][O:19][CH2:20][CH2:21][O:22][CH2:23][CH2:24][O:25][CH2:26][CH2:27][O:28][CH2:29][CH2:30][O:31][CH2:32][CH2:33][O:34][CH2:35][CH2:36][O:37][CH2:38][CH2:39][O:40][CH2:41][CH2:42][O:43][CH2:44][CH2:45][O:46][CH2:47][CH2:48][O:49][CH2:50][CH2:51][O:52][CH2:53][CH2:54][O:55][CH2:56][CH2:57][O:58][CH2:59][CH2:60][O:61][CH2:62][CH2:63][O:64][CH2:65][CH2:66][O:67][CH2:68][CH2:69][O:70][CH2:71][CH2:72][O:73][CH2:74][CH2:75][O:76][CH2:77][CH2:78][O:79][CH2:80][CH2:81][O:82][CH3:83])=[O:9])[N:7]=1.[CH:161](=O)[CH2:162][CH3:163].[CH3:165][C:166](O)=O.[C:169](O[BH-](OC(=O)C)OC(=O)C)(=O)C.[Na+]. The product is [CH2:161]([NH:84][C:5]1[C:6]([C:8]([NH:10][CH2:11][CH2:12][O:13][CH2:14][CH2:15][O:16][CH2:17][CH2:18][O:19][CH2:20][CH2:21][O:22][CH2:23][CH2:24][O:25][CH2:26][CH2:27][O:28][CH2:29][CH2:30][O:31][CH2:32][CH2:33][O:34][CH2:35][CH2:36][O:37][CH2:38][CH2:39][O:40][CH2:41][CH2:42][O:43][CH2:44][CH2:45][O:46][CH2:47][CH2:48][O:49][CH2:50][CH2:51][O:52][CH2:53][CH2:54][O:55][CH2:56][CH2:57][O:58][CH2:59][CH2:60][O:61][CH2:62][CH2:63][O:64][CH2:65][CH2:66][O:67][CH2:68][CH2:69][O:70][CH2:71][CH2:72][O:73][CH2:74][CH2:75][O:76][CH2:77][CH2:78][O:79][CH2:80][CH2:81][O:82][CH3:83])=[O:9])=[N:7][C:2]([NH:1][CH2:169][CH2:166][CH3:165])=[C:3]([C:85]([NH:87][CH2:88][CH2:89][O:90][CH2:91][CH2:92][O:93][CH2:94][CH2:95][O:96][CH2:97][CH2:98][O:99][CH2:100][CH2:101][O:102][CH2:103][CH2:104][O:105][CH2:106][CH2:107][O:108][CH2:109][CH2:110][O:111][CH2:112][CH2:113][O:114][CH2:115][CH2:116][O:117][CH2:118][CH2:119][O:120][CH2:121][CH2:122][O:123][CH2:124][CH2:125][O:126][CH2:127][CH2:128][O:129][CH2:130][CH2:131][O:132][CH2:133][CH2:134][O:135][CH2:136][CH2:137][O:138][CH2:139][CH2:140][O:141][CH2:142][CH2:143][O:144][CH2:145][CH2:146][O:147][CH2:148][CH2:149][O:150][CH2:151][CH2:152][O:153][CH2:154][CH2:155][O:156][CH2:157][CH2:158][O:159][CH3:160])=[O:86])[N:4]=1)[CH2:162][CH3:163]. The catalyst is ClCCCl. The yield is 0.330. (3) The reactants are [NH2:1][C:2]1[C:12]([CH2:13][C:14]2[CH:19]=[CH:18][CH:17]=[C:16]([C:20]([F:23])([F:22])[F:21])[C:15]=2[CH3:24])=[C:5]2[NH:6][C:7](=[O:11])[CH2:8][C:9](=[O:10])[N:4]2[N:3]=1.[C:25]1(=O)[O:30][C:28](=[O:29])[C:27]2=[CH:31][CH:32]=[CH:33][CH:34]=[C:26]12. The catalyst is C(#N)C. The product is [O:29]=[C:28]1[C:27]2[C:26](=[CH:34][CH:33]=[CH:32][CH:31]=2)[C:25](=[O:30])[N:1]1[C:2]1[C:12]([CH2:13][C:14]2[CH:19]=[CH:18][CH:17]=[C:16]([C:20]([F:23])([F:21])[F:22])[C:15]=2[CH3:24])=[C:5]2[NH:6][C:7](=[O:11])[CH2:8][C:9](=[O:10])[N:4]2[N:3]=1. The yield is 0.480. (4) The reactants are [CH2:1]([O:3][C:4]([N:6]1[CH2:11][CH2:10][C:9](=O)[CH:8](Br)[CH2:7]1)=[O:5])[CH3:2].[C:14]([NH2:24])(=[O:23])/[CH:15]=[CH:16]/[C:17]1[CH:22]=[CH:21][CH:20]=[CH:19][CH:18]=1. No catalyst specified. The product is [CH2:1]([O:3][C:4]([N:6]1[CH2:11][CH2:10][C:9]2[N:24]=[C:14](/[CH:15]=[CH:16]/[C:17]3[CH:22]=[CH:21][CH:20]=[CH:19][CH:18]=3)[O:23][C:8]=2[CH2:7]1)=[O:5])[CH3:2]. The yield is 0.270.